Dataset: Catalyst prediction with 721,799 reactions and 888 catalyst types from USPTO. Task: Predict which catalyst facilitates the given reaction. (1) Reactant: [I-].[OH:2][C@@H:3]([C@H:5]1[C:41](=[O:42])[N:7]2[C:8]([C:28]([O:30]CC3C=CC([N+]([O-])=O)=CC=3)=[O:29])=[C:9]([C:12]3[S:16][C:15]4=[C:17]([S:26][CH3:27])[N:18]([CH2:20][C:21]5[S:22][CH:23]=[CH:24][CH:25]=5)[CH:19]=[N+:14]4[CH:13]=3)[C@H:10]([CH3:11])[C@H:6]12)[CH3:4].P([O-])([O-])([O-])=O.[Na+].[Na+].[Na+].[H][H]. Product: [OH:2][C@@H:3]([C@H:5]1[C:41](=[O:42])[N:7]2[C:8]([C:28]([O-:30])=[O:29])=[C:9]([C:12]3[S:16][C:15]4=[C:17]([S:26][CH3:27])[N:18]([CH2:20][C:21]5[S:22][CH:23]=[CH:24][CH:25]=5)[CH:19]=[N+:14]4[CH:13]=3)[C@H:10]([CH3:11])[C@H:6]12)[CH3:4]. The catalyst class is: 123. (2) Reactant: [NH2:1][C:2]1[CH:7]=[CH:6][N:5]([CH2:8][CH:9]([F:32])[CH2:10][CH2:11][N:12]2[CH:16]=[C:15]([C:17]([NH:19][CH2:20][C:21]3[CH:26]=[CH:25][CH:24]=[C:23]([O:27][C:28]([F:31])([F:30])[F:29])[CH:22]=3)=[O:18])[N:14]=[N:13]2)[C:4](=[O:33])[C:3]=1[F:34].N1C=CC=CC=1.C(P1(=O)OP(CCC)(=O)OP(CCC)(=O)O1)CC.[C:59]([O:63][C:64]([N:66]1[CH2:71][CH2:70][CH:69]([CH2:72][C:73](O)=[O:74])[CH2:68][CH2:67]1)=[O:65])([CH3:62])([CH3:61])[CH3:60]. Product: [F:34][C:3]1[C:4](=[O:33])[N:5]([CH2:8][CH:9]([F:32])[CH2:10][CH2:11][N:12]2[CH:16]=[C:15]([C:17](=[O:18])[NH:19][CH2:20][C:21]3[CH:26]=[CH:25][CH:24]=[C:23]([O:27][C:28]([F:29])([F:30])[F:31])[CH:22]=3)[N:14]=[N:13]2)[CH:6]=[CH:7][C:2]=1[NH:1][C:73](=[O:74])[CH2:72][CH:69]1[CH2:70][CH2:71][N:66]([C:64]([O:63][C:59]([CH3:61])([CH3:60])[CH3:62])=[O:65])[CH2:67][CH2:68]1. The catalyst class is: 3. (3) Reactant: ClC(Cl)(O[C:5](=[O:11])OC(Cl)(Cl)Cl)Cl.[CH2:13]([O:20][C:21]1[CH:22]=[C:23]([CH:27]2[NH:31][N:30]=[C:29]3[C:32]4[CH:33]=[C:34]([F:40])[CH:35]=[CH:36][C:37]=4[O:38][CH2:39][CH:28]23)[CH:24]=[CH:25][CH:26]=1)[C:14]1[CH:19]=[CH:18][CH:17]=[CH:16][CH:15]=1.[CH2:41]([N:43](CC)[CH2:44]C)C.CNC. Product: [CH3:41][N:43]([CH3:44])[C:5]([N:31]1[CH:27]([C:23]2[CH:24]=[CH:25][CH:26]=[C:21]([O:20][CH2:13][C:14]3[CH:19]=[CH:18][CH:17]=[CH:16][CH:15]=3)[CH:22]=2)[CH:28]2[CH2:39][O:38][C:37]3[CH:36]=[CH:35][C:34]([F:40])=[CH:33][C:32]=3[C:29]2=[N:30]1)=[O:11]. The catalyst class is: 359. (4) Reactant: Br[CH2:2][C:3]1[C:4]([C:25]2[CH:30]=[CH:29][CH:28]=[CH:27][CH:26]=2)=[N:5][C:6]2[C:11]([C:12]=1[C:13]([NH2:15])=[O:14])=[C:10]([C@H](C1C=CC=CC=1)CC)[CH:9]=[CH:8][CH:7]=2.C([O-])([O-])=O.[K+].[K+].[SH:37][C:38]1[CH:43]=[CH:42][N:41]=[CH:40][CH:39]=1. Product: [C:25]1([C:4]2[C:3]([CH2:2][S:37][C:38]3[CH:43]=[CH:42][N:41]=[CH:40][CH:39]=3)=[C:12]([C:13]([NH:15][C@H:12]([C:11]3[CH:6]=[CH:7][CH:8]=[CH:9][CH:10]=3)[CH2:3][CH3:2])=[O:14])[C:11]3[C:6](=[CH:7][CH:8]=[CH:9][CH:10]=3)[N:5]=2)[CH:30]=[CH:29][CH:28]=[CH:27][CH:26]=1. The catalyst class is: 23. (5) Reactant: [CH2:1]([O:3][C:4](=[O:13])[CH2:5][C:6]1[CH:11]=[CH:10][CH:9]=[C:8](I)[CH:7]=1)[CH3:2].[Cl:14][C:15]1[C:20]([Cl:21])=[CH:19][CH:18]=[CH:17][C:16]=1B(O)O.C(=O)(O)[O-].[Na+].O. Product: [CH2:1]([O:3][C:4](=[O:13])[CH2:5][C:6]1[CH:7]=[C:8]([C:19]2[CH:18]=[CH:17][CH:16]=[C:15]([Cl:14])[C:20]=2[Cl:21])[CH:9]=[CH:10][CH:11]=1)[CH3:2]. The catalyst class is: 184. (6) Reactant: [Cl:1][C:2]1[CH:7]=[CH:6][CH:5]=[C:4]([F:8])[C:3]=1[CH2:9][N:10]([CH2:13][C:14]1[CH:19]=[CH:18][C:17]([CH2:20][O:21][Si](C(C)(C)C)(C)C)=[CH:16][N:15]=1)[CH2:11][CH3:12].F.F.F.C(N(CC)CC)C. Product: [Cl:1][C:2]1[CH:7]=[CH:6][CH:5]=[C:4]([F:8])[C:3]=1[CH2:9][N:10]([CH2:13][C:14]1[N:15]=[CH:16][C:17]([CH2:20][OH:21])=[CH:18][CH:19]=1)[CH2:11][CH3:12]. The catalyst class is: 1. (7) Reactant: Cl.[CH3:2][O:3][C:4]([C:6]12[CH2:15][CH:10]3[CH2:11][CH:12]([CH2:14][C:8]([NH2:16])([CH2:9]3)[CH2:7]1)[CH2:13]2)=[O:5].C(N(CC)CC)C.Cl.[N:25]1[CH:30]=[CH:29][CH:28]=[CH:27][C:26]=1[C:31](Cl)=[O:32].C(=O)(O)[O-].[Na+]. Product: [CH3:2][O:3][C:4]([C:6]12[CH2:15][CH:10]3[CH2:11][CH:12]([CH2:14][C:8]([NH:16][C:31]([C:26]4[CH:27]=[CH:28][CH:29]=[CH:30][N:25]=4)=[O:32])([CH2:9]3)[CH2:7]1)[CH2:13]2)=[O:5]. The catalyst class is: 2. (8) Reactant: [OH:1][CH:2]([C:5]1[CH:18]=[CH:17][CH:16]=[CH:15][C:6]=1[CH2:7][NH:8][C:9](=[O:14])[C:10]([F:13])([F:12])[F:11])[CH2:3][OH:4].CO[C:21]([CH3:23])=[CH2:22].O.CC1C=CC(S(O)(=O)=O)=CC=1.C(=O)([O-])O.[Na+]. Product: [CH3:22][C:21]1([CH3:23])[O:1][CH:2]([C:5]2[CH:18]=[CH:17][CH:16]=[CH:15][C:6]=2[CH2:7][NH:8][C:9](=[O:14])[C:10]([F:12])([F:13])[F:11])[CH2:3][O:4]1. The catalyst class is: 21. (9) Reactant: [CH3:1][N:2]1[CH2:7][CH2:6][NH:5][CH2:4][CH2:3]1.[CH3:8][O:9][C:10]([C:12]1[CH:13]=[C:14]([CH3:35])[C:15]2[O:21][C:20]3[C:22]([Cl:31])=[CH:23][C:24]([NH:26][C:27](=[O:30])[CH2:28]Cl)=[CH:25][C:19]=3[CH2:18][S:17](=[O:33])(=[O:32])[C:16]=2[CH:34]=1)=[O:11]. Product: [CH3:8][O:9][C:10]([C:12]1[CH:13]=[C:14]([CH3:35])[C:15]2[O:21][C:20]3[C:22]([Cl:31])=[CH:23][C:24]([NH:26][C:27](=[O:30])[CH2:28][N:5]4[CH2:6][CH2:7][N:2]([CH3:1])[CH2:3][CH2:4]4)=[CH:25][C:19]=3[CH2:18][S:17](=[O:32])(=[O:33])[C:16]=2[CH:34]=1)=[O:11]. The catalyst class is: 3.